From a dataset of Peptide-MHC class I binding affinity with 185,985 pairs from IEDB/IMGT. Regression. Given a peptide amino acid sequence and an MHC pseudo amino acid sequence, predict their binding affinity value. This is MHC class I binding data. The peptide sequence is ELYPTVNTY. The MHC is HLA-A25:01 with pseudo-sequence HLA-A25:01. The binding affinity (normalized) is 0.596.